This data is from NCI-60 drug combinations with 297,098 pairs across 59 cell lines. The task is: Regression. Given two drug SMILES strings and cell line genomic features, predict the synergy score measuring deviation from expected non-interaction effect. (1) Drug 1: CN1CCC(CC1)COC2=C(C=C3C(=C2)N=CN=C3NC4=C(C=C(C=C4)Br)F)OC. Drug 2: CC1=C(C(=O)C2=C(C1=O)N3CC4C(C3(C2COC(=O)N)OC)N4)N. Cell line: SNB-19. Synergy scores: CSS=52.3, Synergy_ZIP=11.7, Synergy_Bliss=9.76, Synergy_Loewe=0.678, Synergy_HSA=10.5. (2) Drug 1: CC1=CC=C(C=C1)C2=CC(=NN2C3=CC=C(C=C3)S(=O)(=O)N)C(F)(F)F. Drug 2: B(C(CC(C)C)NC(=O)C(CC1=CC=CC=C1)NC(=O)C2=NC=CN=C2)(O)O. Cell line: UO-31. Synergy scores: CSS=19.8, Synergy_ZIP=-0.721, Synergy_Bliss=-0.156, Synergy_Loewe=-55.7, Synergy_HSA=0.478. (3) Drug 1: C1=CC(=C2C(=C1NCCNCCO)C(=O)C3=C(C=CC(=C3C2=O)O)O)NCCNCCO. Drug 2: CCN(CC)CCNC(=O)C1=C(NC(=C1C)C=C2C3=C(C=CC(=C3)F)NC2=O)C. Cell line: HOP-92. Synergy scores: CSS=37.1, Synergy_ZIP=4.02, Synergy_Bliss=2.36, Synergy_Loewe=-19.5, Synergy_HSA=-0.760. (4) Drug 1: C1CCN(CC1)CCOC2=CC=C(C=C2)C(=O)C3=C(SC4=C3C=CC(=C4)O)C5=CC=C(C=C5)O. Drug 2: CN(C)N=NC1=C(NC=N1)C(=O)N. Cell line: PC-3. Synergy scores: CSS=2.25, Synergy_ZIP=-0.106, Synergy_Bliss=-0.641, Synergy_Loewe=-4.33, Synergy_HSA=-3.60. (5) Drug 1: CN(C)C1=NC(=NC(=N1)N(C)C)N(C)C. Cell line: HL-60(TB). Drug 2: COC1=NC(=NC2=C1N=CN2C3C(C(C(O3)CO)O)O)N. Synergy scores: CSS=48.8, Synergy_ZIP=1.66, Synergy_Bliss=-0.824, Synergy_Loewe=-28.7, Synergy_HSA=-3.33. (6) Drug 1: CC1=C(C=C(C=C1)NC(=O)C2=CC=C(C=C2)CN3CCN(CC3)C)NC4=NC=CC(=N4)C5=CN=CC=C5. Drug 2: C1CN(P(=O)(OC1)NCCCl)CCCl. Cell line: T-47D. Synergy scores: CSS=-2.40, Synergy_ZIP=1.70, Synergy_Bliss=0.214, Synergy_Loewe=-3.89, Synergy_HSA=-2.63. (7) Drug 2: C(CN)CNCCSP(=O)(O)O. Synergy scores: CSS=5.61, Synergy_ZIP=3.08, Synergy_Bliss=8.46, Synergy_Loewe=5.43, Synergy_HSA=5.76. Drug 1: CCCS(=O)(=O)NC1=C(C(=C(C=C1)F)C(=O)C2=CNC3=C2C=C(C=N3)C4=CC=C(C=C4)Cl)F. Cell line: HOP-92. (8) Drug 2: CC1=C2C(C(=O)C3(C(CC4C(C3C(C(C2(C)C)(CC1OC(=O)C(C(C5=CC=CC=C5)NC(=O)C6=CC=CC=C6)O)O)OC(=O)C7=CC=CC=C7)(CO4)OC(=O)C)O)C)OC(=O)C. Cell line: NCIH23. Drug 1: CC12CCC3C(C1CCC2=O)CC(=C)C4=CC(=O)C=CC34C. Synergy scores: CSS=56.5, Synergy_ZIP=-1.19, Synergy_Bliss=-0.545, Synergy_Loewe=-15.0, Synergy_HSA=1.02. (9) Drug 1: C1CC(=O)NC(=O)C1N2CC3=C(C2=O)C=CC=C3N. Drug 2: CN(C)N=NC1=C(NC=N1)C(=O)N. Cell line: HCT-15. Synergy scores: CSS=12.1, Synergy_ZIP=-0.290, Synergy_Bliss=3.12, Synergy_Loewe=2.04, Synergy_HSA=2.06. (10) Drug 1: CN1C(=O)N2C=NC(=C2N=N1)C(=O)N. Drug 2: COC1=C2C(=CC3=C1OC=C3)C=CC(=O)O2. Cell line: SNB-19. Synergy scores: CSS=-1.44, Synergy_ZIP=0.711, Synergy_Bliss=-0.0933, Synergy_Loewe=-1.92, Synergy_HSA=-2.11.